Dataset: Catalyst prediction with 721,799 reactions and 888 catalyst types from USPTO. Task: Predict which catalyst facilitates the given reaction. (1) Reactant: [NH2:1][C:2]1[CH2:6][S:5][C:4](=[O:7])[N:3]=1.CC(C)([O-])C.[K+].[CH:14]([C:16]1[CH:34]=[CH:33][C:19]([O:20][C:21]2[CH:28]=[CH:27][C:24]([C:25]#[N:26])=[CH:23][C:22]=2[C:29]([F:32])([F:31])[F:30])=[C:18]([O:35][CH3:36])[CH:17]=1)=O.[Cl-].[NH4+]. Product: [NH2:1][C:2]1=[N:3][C:4](=[O:7])[S:5]/[C:6]/1=[CH:14]\[C:16]1[CH:34]=[CH:33][C:19]([O:20][C:21]2[CH:28]=[CH:27][C:24]([C:25]#[N:26])=[CH:23][C:22]=2[C:29]([F:30])([F:31])[F:32])=[C:18]([O:35][CH3:36])[CH:17]=1. The catalyst class is: 9. (2) Reactant: [N:1]1[CH:6]=[CH:5][CH:4]=[CH:3][C:2]=1[O:7][C:8]([CH3:21])([CH2:19][CH3:20])[C:9]([O:11]CC1C=CC=CC=1)=[O:10]. Product: [N:1]1[CH:6]=[CH:5][CH:4]=[CH:3][C:2]=1[O:7][C:8]([CH3:21])([CH2:19][CH3:20])[C:9]([OH:11])=[O:10]. The catalyst class is: 43. (3) Reactant: [C:1]([OH:8])(=[O:7])/[CH:2]=[CH:3]/[C:4]([OH:6])=[O:5].Cl[CH2:10][C:11]([N:13]1[CH2:18][CH2:17][O:16][CH2:15][CH2:14]1)=[O:12]. Product: [N:13]1([C:11](=[O:12])[CH2:10][O:5][C:4](/[CH:3]=[CH:2]/[C:1]([OH:8])=[O:7])=[O:6])[CH2:18][CH2:17][O:16][CH2:15][CH2:14]1. The catalyst class is: 60. (4) Reactant: [F:1][C:2]1[C:3]([C:16]2[CH:21]=[CH:20][CH:19]=[CH:18][N:17]=2)=[C:4]([NH:11][CH2:12][CH2:13][O:14][CH3:15])[C:5]([N+:8]([O-])=O)=[CH:6][CH:7]=1. Product: [F:1][C:2]1[C:3]([C:16]2[CH:21]=[CH:20][CH:19]=[CH:18][N:17]=2)=[C:4]([NH:11][CH2:12][CH2:13][O:14][CH3:15])[C:5]([NH2:8])=[CH:6][CH:7]=1. The catalyst class is: 99. (5) Reactant: [CH3:1][C:2]1[N:3]=[C:4]([N:7]2[CH2:11][CH2:10][NH:9][C:8]2=[O:12])[S:5][CH:6]=1.[H-].[Na+].[Br:15][C:16]1[CH:21]=[CH:20][C:19]([O:22][CH2:23][CH2:24][CH2:25][CH2:26][CH2:27][CH2:28]Br)=[CH:18][CH:17]=1. Product: [Br:15][C:16]1[CH:21]=[CH:20][C:19]([O:22][CH2:23][CH2:24][CH2:25][CH2:26][CH2:27][CH2:28][N:9]2[CH2:10][CH2:11][N:7]([C:4]3[S:5][CH:6]=[C:2]([CH3:1])[N:3]=3)[C:8]2=[O:12])=[CH:18][CH:17]=1. The catalyst class is: 9. (6) Reactant: [Cl:1][C:2]1[N:3]=[CH:4][CH:5]=[C:6]2[C:10]([C:11](=[O:16])C(F)(F)F)=[CH:9][N:8]([CH2:17][CH2:18][O:19][CH3:20])[C:7]=12.[OH-:21].[Li+]. Product: [Cl:1][C:2]1[N:3]=[CH:4][CH:5]=[C:6]2[C:10]([C:11]([OH:16])=[O:21])=[CH:9][N:8]([CH2:17][CH2:18][O:19][CH3:20])[C:7]=12. The catalyst class is: 20.